From a dataset of Reaction yield outcomes from USPTO patents with 853,638 reactions. Predict the reaction yield, written as a fraction of the theoretical maximum amount of product (1.0 means a 100% yield; for example, 0.34 means a 34% yield). (1) The reactants are F[C:2]1[C:7]([F:8])=[CH:6][C:5]([C:9]([F:12])([F:11])[F:10])=[CH:4][N:3]=1.[CH2:13]([OH:16])[CH2:14][OH:15]. No catalyst specified. The product is [F:8][C:7]1[C:2]([O:15][CH2:14][CH2:13][OH:16])=[N:3][CH:4]=[C:5]([C:9]([F:12])([F:11])[F:10])[CH:6]=1. The yield is 0.640. (2) The reactants are C(O[C:4](=[O:20])[C:5](=[CH:11][NH:12][C:13]1[CH2:18][CH2:17][CH2:16][C:15](=[O:19])[CH:14]=1)[C:6]([O:8][CH2:9][CH3:10])=[O:7])C.C1(OC2C=CC=CC=2)C=CC=CC=1. The catalyst is CCCCCC. The yield is 0.720. The product is [CH2:9]([O:8][C:6]([C:5]1[C:4](=[O:20])[C:14]2[C:15](=[O:19])[CH2:16][CH2:17][CH2:18][C:13]=2[NH:12][CH:11]=1)=[O:7])[CH3:10]. (3) The reactants are [F:1][C:2]1[CH:7]=[CH:6][C:5]([CH2:8][C:9]2[CH:18]=[C:17]3[C:12]([C:13]([OH:26])=[C:14]([C:21]([O:23]CC)=O)[C:15](=[O:20])[N:16]3[CH3:19])=[N:11][CH:10]=2)=[CH:4][CH:3]=1.[CH3:27][N:28]1[CH:32]=[CH:31][CH:30]=[C:29]1[CH2:33][CH2:34][NH2:35]. No catalyst specified. The product is [F:1][C:2]1[CH:7]=[CH:6][C:5]([CH2:8][C:9]2[CH:18]=[C:17]3[C:12]([C:13]([OH:26])=[C:14]([C:21]([NH:35][CH2:34][CH2:33][C:29]4[N:28]([CH3:27])[CH:32]=[CH:31][CH:30]=4)=[O:23])[C:15](=[O:20])[N:16]3[CH3:19])=[N:11][CH:10]=2)=[CH:4][CH:3]=1. The yield is 0.860.